Dataset: Forward reaction prediction with 1.9M reactions from USPTO patents (1976-2016). Task: Predict the product of the given reaction. (1) The product is: [Br:30][C:31]1[CH:36]=[CH:35][CH:34]=[CH:33][C:32]=1[NH:37][C:38]1[C:39]([C:44]2[CH:49]=[CH:48][CH:47]=[CH:46][CH:45]=2)=[CH:40][CH:41]=[CH:42][CH:43]=1.[CH:50]1[C:58]2[C:57]3[CH:59]=[CH:60][CH:61]=[CH:62][C:56]=3[S:55][C:54]=2[CH:53]=[CH:52][C:51]=1[C:31]1[CH:36]=[CH:35][CH:34]=[CH:33][C:32]=1[NH:37][C:38]1[C:39]([C:44]2[CH:49]=[CH:48][CH:47]=[CH:46][CH:45]=2)=[CH:40][CH:41]=[CH:42][CH:43]=1. Given the reactants C1(P(C2CCCCC2)C2C=CC=CC=2C2C(OC)=CC=CC=2OC)CCCCC1.[Br:30][C:31]1[CH:36]=[CH:35][CH:34]=[CH:33][C:32]=1[NH:37][C:38]1[C:39]([C:44]2[CH:49]=[CH:48][CH:47]=[CH:46][CH:45]=2)=[CH:40][CH:41]=[CH:42][CH:43]=1.[CH:50]1[C:58]2[C:57]3[CH:59]=[CH:60][CH:61]=[CH:62][C:56]=3[S:55][C:54]=2[CH:53]=[CH:52][C:51]=1B(O)O.[O-]P([O-])([O-])=O.[K+].[K+].[K+], predict the reaction product. (2) Given the reactants C[O-].[Na+].[C:4]([O:12][CH2:13][CH3:14])(=[O:11])[CH2:5][C:6]([O:8][CH2:9][CH3:10])=[O:7].CS(O[C@@H:20]([CH3:24])[CH2:21][CH2:22][CH3:23])(=O)=O.[Cl-].[NH4+], predict the reaction product. The product is: [CH2:13]([O:12][C:4](=[O:11])[CH:5]([C@H:20]([CH3:24])[CH2:21][CH2:22][CH3:23])[C:6]([O:8][CH2:9][CH3:10])=[O:7])[CH3:14]. (3) Given the reactants [CH3:1][C:2]1[NH:3][C:4]2[CH:10]=[CH:9][CH:8]=[CH:7][C:5]=2[N:6]=1.C(=O)([O-])[O-].[K+].[K+].[CH3:17][O:18][C:19](=[O:27])[C:20]1[CH:25]=[CH:24][C:23](F)=[CH:22][CH:21]=1, predict the reaction product. The product is: [CH3:1][C:2]1[N:6]([C:23]2[CH:24]=[CH:25][C:20]([C:19]([O:18][CH3:17])=[O:27])=[CH:21][CH:22]=2)[C:5]2[CH:7]=[CH:8][CH:9]=[CH:10][C:4]=2[N:3]=1. (4) The product is: [CH:13]1([CH2:12][CH2:11][C:10]([NH:9][C:4]2[C:5]([CH3:8])=[CH:6][CH:7]=[C:2]([NH:1][CH2:26][C:25]3[CH:24]=[CH:23][C:22]([C:21]([F:20])([F:30])[F:31])=[CH:29][CH:28]=3)[C:3]=2[CH3:19])=[O:18])[CH2:14][CH2:15][CH2:16][CH2:17]1. Given the reactants [NH2:1][C:2]1[C:3]([CH3:19])=[C:4]([NH:9][C:10](=[O:18])[CH2:11][CH2:12][CH:13]2[CH2:17][CH2:16][CH2:15][CH2:14]2)[C:5]([CH3:8])=[CH:6][CH:7]=1.[F:20][C:21]([F:31])([F:30])[C:22]1[CH:29]=[CH:28][C:25]([CH:26]=O)=[CH:24][CH:23]=1.[BH4-].[Na+].CO, predict the reaction product.